Dataset: Full USPTO retrosynthesis dataset with 1.9M reactions from patents (1976-2016). Task: Predict the reactants needed to synthesize the given product. (1) Given the product [Cl:3][C:4]1[C:5]([N:10]2[CH2:11][CH2:12][N:13]([CH2:28][C:18]3[CH:19]=[N:20][N:21]([C:22]4[CH:27]=[CH:26][CH:25]=[CH:24][CH:23]=4)[C:17]=3[CH3:16])[CH2:14][CH2:15]2)=[N:6][CH:7]=[CH:8][N:9]=1, predict the reactants needed to synthesize it. The reactants are: Cl.Cl.[Cl:3][C:4]1[C:5]([N:10]2[CH2:15][CH2:14][NH:13][CH2:12][CH2:11]2)=[N:6][CH:7]=[CH:8][N:9]=1.[CH3:16][C:17]1[N:21]([C:22]2[CH:27]=[CH:26][CH:25]=[CH:24][CH:23]=2)[N:20]=[CH:19][C:18]=1[CH:28]=O.C(N(CC)CC)C.C(O[BH-](OC(=O)C)OC(=O)C)(=O)C.[Na+]. (2) Given the product [F:1][C:2]1[CH:33]=[C:32]([F:34])[CH:31]=[CH:30][C:3]=1[O:4][C:5]1[CH:10]=[CH:9][C:8]([CH2:11][S:12]([CH3:15])(=[O:13])=[O:14])=[CH:7][C:6]=1[C:16]1[C:24]2[C:19](=[C:20]([O:27][CH3:28])[N:21]=[C:22]([CH2:25][CH3:26])[CH:23]=2)[N:18]([CH3:29])[CH:17]=1, predict the reactants needed to synthesize it. The reactants are: [F:1][C:2]1[CH:33]=[C:32]([F:34])[CH:31]=[CH:30][C:3]=1[O:4][C:5]1[CH:10]=[CH:9][C:8]([CH2:11][S:12]([CH3:15])(=[O:14])=[O:13])=[CH:7][C:6]=1[C:16]1[C:24]2[C:19](=[C:20]([O:27][CH3:28])[N:21]=[C:22]([CH:25]=[CH2:26])[CH:23]=2)[N:18]([CH3:29])[CH:17]=1.C(O)C. (3) Given the product [C:9]([O:8][CH2:7][CH:6]([N:12]1[CH:21]=[CH:20][C:19]2[C:14](=[CH:15][CH:16]=[CH:17][C:18]=2[NH2:22])[C:13]1=[O:25])[CH2:5][O:4][C:1](=[O:3])[CH3:2])(=[O:11])[CH3:10], predict the reactants needed to synthesize it. The reactants are: [C:1]([O:4][CH2:5][CH:6]([N:12]1[CH:21]=[CH:20][C:19]2[C:14](=[CH:15][CH:16]=[CH:17][C:18]=2[N+:22]([O-])=O)[C:13]1=[O:25])[CH2:7][O:8][C:9](=[O:11])[CH3:10])(=[O:3])[CH3:2].C(O)C.